Dataset: Peptide-MHC class II binding affinity with 134,281 pairs from IEDB. Task: Regression. Given a peptide amino acid sequence and an MHC pseudo amino acid sequence, predict their binding affinity value. This is MHC class II binding data. (1) The peptide sequence is KFPELGMNPSHCNEM. The MHC is DRB1_0101 with pseudo-sequence DRB1_0101. The binding affinity (normalized) is 0.191. (2) The binding affinity (normalized) is 0.366. The MHC is DRB1_0801 with pseudo-sequence DRB1_0801. The peptide sequence is RMRRPTGKVTLEADV. (3) The MHC is DRB3_0101 with pseudo-sequence DRB3_0101. The peptide sequence is AWASACGGTGKNTIV. The binding affinity (normalized) is 0. (4) The peptide sequence is FLQRSVSTVCSRISR. The MHC is DRB1_0801 with pseudo-sequence DRB1_0801. The binding affinity (normalized) is 0.567. (5) The MHC is DRB1_0404 with pseudo-sequence DRB1_0404. The binding affinity (normalized) is 0.545. The peptide sequence is AQMNQAFRNIVNMLH. (6) The peptide sequence is IGYGKATLECQVQTA. The MHC is DRB5_0101 with pseudo-sequence DRB5_0101. The binding affinity (normalized) is 0.128. (7) The peptide sequence is SQDFELSWNLNGLQAY. The MHC is DRB1_0802 with pseudo-sequence DRB1_0802. The binding affinity (normalized) is 0.472. (8) The peptide sequence is YDKFLAKVSTVLTGK. The MHC is DRB1_0101 with pseudo-sequence DRB1_0101. The binding affinity (normalized) is 0.805.